Task: Predict which catalyst facilitates the given reaction.. Dataset: Catalyst prediction with 721,799 reactions and 888 catalyst types from USPTO Reactant: [C:1]([C:4]1[CH:16]=[CH:15][C:7]([C:8]([O:10][C:11]([CH3:14])([CH3:13])[CH3:12])=[O:9])=[CH:6][CH:5]=1)(=[O:3])[CH3:2].O1CCCC1.B(Cl)([C@H]1[C@H](C)[C@@H]2C(C)(C)[C@@H](C2)C1)[C@H]1[C@H](C)[C@@H]2C(C)(C)[C@@H](C2)C1.N(CCO)CCO. Product: [OH:3][C@H:1]([C:4]1[CH:16]=[CH:15][C:7]([C:8]([O:10][C:11]([CH3:13])([CH3:12])[CH3:14])=[O:9])=[CH:6][CH:5]=1)[CH3:2]. The catalyst class is: 81.